From a dataset of NCI-60 drug combinations with 297,098 pairs across 59 cell lines. Regression. Given two drug SMILES strings and cell line genomic features, predict the synergy score measuring deviation from expected non-interaction effect. (1) Drug 1: CN1CCC(CC1)COC2=C(C=C3C(=C2)N=CN=C3NC4=C(C=C(C=C4)Br)F)OC. Drug 2: CC1C(C(CC(O1)OC2CC(CC3=C2C(=C4C(=C3O)C(=O)C5=C(C4=O)C(=CC=C5)OC)O)(C(=O)C)O)N)O.Cl. Cell line: A549. Synergy scores: CSS=20.6, Synergy_ZIP=6.18, Synergy_Bliss=10.3, Synergy_Loewe=3.36, Synergy_HSA=11.4. (2) Drug 1: C1=C(C(=O)NC(=O)N1)N(CCCl)CCCl. Drug 2: CC1CCC2CC(C(=CC=CC=CC(CC(C(=O)C(C(C(=CC(C(=O)CC(OC(=O)C3CCCCN3C(=O)C(=O)C1(O2)O)C(C)CC4CCC(C(C4)OC)OCCO)C)C)O)OC)C)C)C)OC. Cell line: SNB-19. Synergy scores: CSS=50.2, Synergy_ZIP=9.34, Synergy_Bliss=9.43, Synergy_Loewe=12.9, Synergy_HSA=14.5. (3) Drug 1: CN1CCC(CC1)COC2=C(C=C3C(=C2)N=CN=C3NC4=C(C=C(C=C4)Br)F)OC. Drug 2: C1=NC(=NC(=O)N1C2C(C(C(O2)CO)O)O)N. Cell line: K-562. Synergy scores: CSS=52.7, Synergy_ZIP=0.610, Synergy_Bliss=0.311, Synergy_Loewe=-0.491, Synergy_HSA=1.94.